This data is from Catalyst prediction with 721,799 reactions and 888 catalyst types from USPTO. The task is: Predict which catalyst facilitates the given reaction. (1) Reactant: [CH3:1][C:2]1[N:3]([CH2:20][C:21]([O:23][CH2:24][CH3:25])=[O:22])[C:4]2[CH2:5][CH2:6][C:7]([CH3:19])([CH3:18])[CH2:8][C:9]=2[C:10]=1[S:11][C:12]1[CH:17]=[CH:16][CH:15]=[CH:14][CH:13]=1.[Cl:26][S:27](O)(=[O:29])=[O:28].C(OCC)(=O)C. Product: [Cl:26][S:27]([C:15]1[CH:16]=[CH:17][C:12]([S:11][C:10]2[C:9]3[CH2:8][C:7]([CH3:19])([CH3:18])[CH2:6][CH2:5][C:4]=3[N:3]([CH2:20][C:21]([O:23][CH2:24][CH3:25])=[O:22])[C:2]=2[CH3:1])=[CH:13][CH:14]=1)(=[O:29])=[O:28]. The catalyst class is: 2. (2) Reactant: [OH:1][C:2]1[CH:3]=[C:4]2[C:8](=[CH:9][CH:10]=1)[N:7]([CH:11]1[CH2:16][CH2:15][N:14]([C:17]([O:19][C:20]([CH3:23])([CH3:22])[CH3:21])=[O:18])[CH2:13][CH2:12]1)[N:6]=[CH:5]2.[H-].[Na+].Br[CH2:27][C:28]([O:30][CH2:31][CH3:32])=[O:29].O. Product: [CH2:31]([O:30][C:28](=[O:29])[CH2:27][O:1][C:2]1[CH:3]=[C:4]2[C:8](=[CH:9][CH:10]=1)[N:7]([CH:11]1[CH2:16][CH2:15][N:14]([C:17]([O:19][C:20]([CH3:23])([CH3:22])[CH3:21])=[O:18])[CH2:13][CH2:12]1)[N:6]=[CH:5]2)[CH3:32]. The catalyst class is: 3. (3) Product: [C:1]([Si:5]([CH3:12])([CH3:11])[O:6][CH2:7][C@@H:8]([OH:9])[CH2:10][NH:13][C:14]1[CH:15]=[CH:16][C:17]2[O:22][CH2:21][C:20](=[O:23])[NH:19][C:18]=2[CH:24]=1)([CH3:4])([CH3:3])[CH3:2]. The catalyst class is: 23. Reactant: [C:1]([Si:5]([CH3:12])([CH3:11])[O:6][CH2:7][C@@H:8]1[CH2:10][O:9]1)([CH3:4])([CH3:3])[CH3:2].[NH2:13][C:14]1[CH:15]=[CH:16][C:17]2[O:22][CH2:21][C:20](=[O:23])[NH:19][C:18]=2[CH:24]=1. (4) Reactant: [C:1]([O:4][C:5]1[CH:14]=[CH:13][C:12]2[C:7](=[C:8]([NH2:17])[C:9]([Cl:16])=[CH:10][C:11]=2[Cl:15])[CH:6]=1)(=[O:3])[CH3:2].N1C=CC=CC=1.Cl[C:25]([O:27][C:28]1[CH:33]=[CH:32][CH:31]=[CH:30][CH:29]=1)=[O:26].C(OC(=O)C)C. Product: [C:1]([O:4][C:5]1[CH:14]=[CH:13][C:12]2[C:7](=[C:8]([NH:17][C:25]([O:27][C:28]3[CH:33]=[CH:32][CH:31]=[CH:30][CH:29]=3)=[O:26])[C:9]([Cl:16])=[CH:10][C:11]=2[Cl:15])[CH:6]=1)(=[O:3])[CH3:2]. The catalyst class is: 1. (5) Reactant: [Br:1][C:2]1[CH:8]=[CH:7][C:5]([NH2:6])=[C:4]([N+:9]([O-])=O)[C:3]=1[Cl:12].[Sn](Cl)Cl.O.C(=O)(O)[O-].[Na+]. Product: [Br:1][C:2]1[C:3]([Cl:12])=[C:4]([NH2:9])[C:5]([NH2:6])=[CH:7][CH:8]=1. The catalyst class is: 8. (6) Reactant: [CH:1]1([CH2:4][O:5][C:6]2[CH:14]=[CH:13][C:9]3[O:10][CH2:11][O:12][C:8]=3[C:7]=2[C:15]2[C:16]3[NH:23][CH:22]=[C:21]([C:24]([NH:26][C@H:27]([C:33]([N:35]4[CH2:40][CH2:39][CH:38]([N:41]5[N:50]=[C:49]([C:51]6[CH:56]=[CH:55][C:54]([O:57][CH3:58])=[C:53]([O:59][CH3:60])[CH:52]=6)[C@@H:48]6[C@@H:43]([CH2:44][CH2:45][CH2:46][CH2:47]6)[C:42]5=[O:61])[CH2:37][CH2:36]4)=[O:34])[CH2:28][CH2:29][C:30]([OH:32])=O)=[O:25])[C:17]=3[N:18]=[CH:19][N:20]=2)[CH2:3][CH2:2]1.[NH:62]1[CH2:66][CH2:65][CH2:64][CH2:63]1.CCOC(C(C#N)=NOC(N1CCOCC1)=[N+](C)C)=O.F[P-](F)(F)(F)(F)F.CCN(C(C)C)C(C)C. Product: [CH:1]1([CH2:4][O:5][C:6]2[CH:14]=[CH:13][C:9]3[O:10][CH2:11][O:12][C:8]=3[C:7]=2[C:15]2[C:16]3[NH:23][CH:22]=[C:21]([C:24]([NH:26][C@@H:27]([CH2:28][CH2:29][C:30](=[O:32])[N:62]4[CH2:66][CH2:65][CH2:64][CH2:63]4)[C:33]([N:35]4[CH2:40][CH2:39][CH:38]([N:41]5[N:50]=[C:49]([C:51]6[CH:56]=[CH:55][C:54]([O:57][CH3:58])=[C:53]([O:59][CH3:60])[CH:52]=6)[C@@H:48]6[C@@H:43]([CH2:44][CH2:45][CH2:46][CH2:47]6)[C:42]5=[O:61])[CH2:37][CH2:36]4)=[O:34])=[O:25])[C:17]=3[N:18]=[CH:19][N:20]=2)[CH2:3][CH2:2]1. The catalyst class is: 2.